This data is from Retrosynthesis with 50K atom-mapped reactions and 10 reaction types from USPTO. The task is: Predict the reactants needed to synthesize the given product. (1) Given the product CCc1c(C2CCNCC2)sc2ccccc12, predict the reactants needed to synthesize it. The reactants are: CCc1c(C2(O)CCNCC2)sc2ccccc12. (2) The reactants are: CN(c1ncnc2[nH]ccc12)[C@H]1C[C@@H](NS(=O)(=O)c2cccc(C=O)c2)C1.C[Mg+]. Given the product CC(O)c1cccc(S(=O)(=O)N[C@H]2C[C@@H](N(C)c3ncnc4[nH]ccc34)C2)c1, predict the reactants needed to synthesize it. (3) Given the product O=C1COc2cc(Nc3ccc(O)cc3)ccc2N1, predict the reactants needed to synthesize it. The reactants are: COc1ccc(Nc2ccc3c(c2)OCC(=O)N3)cc1. (4) Given the product COC(=O)CCCc1nnc(-c2ccc(NC(=O)Nc3cccc(C(F)(F)F)c3)cc2)s1, predict the reactants needed to synthesize it. The reactants are: COC(=O)CCCc1nnc(-c2ccc(N)cc2)s1.O=C=Nc1cccc(C(F)(F)F)c1. (5) Given the product COc1ccc(CNc2nc(N)c(F)cc2Cl)cc1, predict the reactants needed to synthesize it. The reactants are: COc1ccc(CN)cc1.Nc1nc(F)c(Cl)cc1F. (6) Given the product O=[N+]([O-])c1cccc2cc(S(=O)(=O)c3ccccc3)cnc12, predict the reactants needed to synthesize it. The reactants are: O=S([O-])c1ccccc1.O=[N+]([O-])c1cccc2cc(I)cnc12. (7) Given the product C=CCNc1nc(NC(C)C)nc2ccc([N+](=O)[O-])cc12, predict the reactants needed to synthesize it. The reactants are: C=CCNc1nc(Cl)nc2ccc([N+](=O)[O-])cc12.CC(C)N. (8) Given the product Cc1c(C=O)[nH]c2c1C(=O)N(CCN1CCOCC1)CC2, predict the reactants needed to synthesize it. The reactants are: CN(C)C=O.Cc1c[nH]c2c1C(=O)N(CCN1CCOCC1)CC2.